This data is from Full USPTO retrosynthesis dataset with 1.9M reactions from patents (1976-2016). The task is: Predict the reactants needed to synthesize the given product. (1) Given the product [CH3:16][C:15]([CH3:18])([CH3:17])[C:14]([O:1][C:2]1[CH:10]=[CH:9][C:8]([N+:11]([O-:13])=[O:12])=[CH:7][C:3]=1[C:4]([OH:6])=[O:5])=[O:19], predict the reactants needed to synthesize it. The reactants are: [OH:1][C:2]1[CH:10]=[CH:9][C:8]([N+:11]([O-:13])=[O:12])=[CH:7][C:3]=1[C:4]([OH:6])=[O:5].[C:14](Cl)(=[O:19])[C:15]([CH3:18])([CH3:17])[CH3:16]. (2) The reactants are: O[CH:2]1[C:10]2[N:6]([C:7]([C:19]3[CH:24]=[CH:23][CH:22]=[CH:21][CH:20]=3)=[C:8]3[C:14](=[O:15])[N:13]([CH3:16])[C:12](=[O:17])[N:11]([CH3:18])[C:9]3=2)[C@H:5]([C:25]([O:27][CH3:28])=[O:26])[CH2:4][CH2:3]1.[CH3:29][C:30]1[O:31][CH:32]=[CH:33][CH:34]=1. Given the product [CH3:18][N:11]1[C:9]2=[C:10]3[N:6]([C:7]([C:19]4[CH:20]=[CH:21][CH:22]=[CH:23][CH:24]=4)=[C:8]2[C:14](=[O:15])[N:13]([CH3:16])[C:12]1=[O:17])[C@H:5]([C:25]([O:27][CH3:28])=[O:26])[CH2:4][CH2:3][CH:2]3[C:32]1[O:31][C:30]([CH3:29])=[CH:34][CH:33]=1, predict the reactants needed to synthesize it. (3) Given the product [OH:1][C@H:2]([C:22]1[CH:23]=[CH:24][C:25]([OH:28])=[CH:26][CH:27]=1)[C@@H:3]([NH:5][CH2:6][CH2:7][C:8]1[C:16]2[C:11](=[C:12]([C:17]([OH:19])=[O:18])[CH:13]=[CH:14][CH:15]=2)[NH:10][CH:9]=1)[CH3:4], predict the reactants needed to synthesize it. The reactants are: [OH:1][C@H:2]([C:22]1[CH:27]=[CH:26][C:25]([OH:28])=[CH:24][CH:23]=1)[C@@H:3]([NH:5][CH2:6][CH2:7][C:8]1[C:16]2[C:11](=[C:12]([C:17]([O:19]CC)=[O:18])[CH:13]=[CH:14][CH:15]=2)[NH:10][CH:9]=1)[CH3:4].[OH-].[Li+].Cl. (4) Given the product [CH3:50][N:2]([CH3:1])[C:3]([C:5]1[CH:10]=[C:9]([C:11]2[CH:12]=[C:13]3[C:19]([C:20]4[CH:25]=[CH:24][CH:23]=[CH:22][C:21]=4[O:26][CH3:27])=[CH:18][NH:17][C:14]3=[N:15][CH:16]=2)[CH:8]=[CH:7][C:6]=1[NH:38][C:39]([CH:41]1[CH2:46][CH2:45][CH2:44][N:43]([CH:47]([CH3:48])[CH3:49])[CH2:42]1)=[O:40])=[O:4], predict the reactants needed to synthesize it. The reactants are: [CH3:1][N:2]([CH3:50])[C:3]([C:5]1[CH:10]=[C:9]([C:11]2[CH:12]=[C:13]3[C:19]([C:20]4[CH:25]=[CH:24][CH:23]=[CH:22][C:21]=4[O:26][CH3:27])=[CH:18][N:17](S(C4C=CC(C)=CC=4)(=O)=O)[C:14]3=[N:15][CH:16]=2)[CH:8]=[CH:7][C:6]=1[NH:38][C:39]([CH:41]1[CH2:46][CH2:45][CH2:44][N:43]([CH:47]([CH3:49])[CH3:48])[CH2:42]1)=[O:40])=[O:4].[OH-].[K+]. (5) Given the product [N+:18]([C:16]1[CH:17]=[CH:9][CH:10]=[C:11]([CH:15]=1)[C:12]([Cl:27])=[O:13])([O-:20])=[O:19], predict the reactants needed to synthesize it. The reactants are: COC1C=CC(CO[C:9]2[CH:10]=[C:11]([CH:15]=[C:16]([N+:18]([O-:20])=[O:19])[CH:17]=2)[C:12](O)=[O:13])=CC=1.C(Cl)(C([Cl:27])=O)=O.CN(C=O)C.